Dataset: Reaction yield outcomes from USPTO patents with 853,638 reactions. Task: Predict the reaction yield, written as a fraction of the theoretical maximum amount of product (1.0 means a 100% yield; for example, 0.34 means a 34% yield). (1) The reactants are C([Li])CCC.[CH3:6][S:7]([CH2:9][S:10][CH3:11])=[O:8].Br[CH2:13][CH:14]([CH2:23]Br)[O:15][CH2:16][C:17]1[CH:22]=[CH:21][CH:20]=[CH:19][CH:18]=1. The catalyst is CCCCCC.C1COCC1.ClCCl. The product is [CH3:6][S:7]([C:9]1([S:10][CH3:11])[CH2:13][CH:14]([O:15][CH2:16][C:17]2[CH:22]=[CH:21][CH:20]=[CH:19][CH:18]=2)[CH2:23]1)=[O:8]. The yield is 0.560. (2) The reactants are [O:1]([C:8]1[CH:9]=[C:10]([N:14]([CH2:22][C:23]2[CH:24]=[C:25]([CH:30]=[CH:31][CH:32]=2)[C:26](OC)=[O:27])[CH2:15][CH:16]([OH:21])[C:17]([F:20])([F:19])[F:18])[CH:11]=[CH:12][CH:13]=1)[C:2]1[CH:7]=[CH:6][CH:5]=[CH:4][CH:3]=1.Cl.[CH3:34][NH:35][O:36][CH3:37].C([Mg]Cl)(C)C. The catalyst is O1CCCC1. The product is [CH3:37][O:36][N:35]([CH3:34])[C:26](=[O:27])[C:25]1[CH:30]=[CH:31][CH:32]=[C:23]([CH2:22][N:14]([C:10]2[CH:11]=[CH:12][CH:13]=[C:8]([O:1][C:2]3[CH:3]=[CH:4][CH:5]=[CH:6][CH:7]=3)[CH:9]=2)[CH2:15][CH:16]([OH:21])[C:17]([F:20])([F:18])[F:19])[CH:24]=1. The yield is 0.660. (3) The reactants are C[O:2][C:3]1[CH:4]=[C:5]2[C:9](=[CH:10][CH:11]=1)[CH2:8][NH:7][CH2:6]2.[BrH:12]. No catalyst specified. The product is [BrH:12].[OH:2][C:3]1[CH:4]=[C:5]2[C:9](=[CH:10][CH:11]=1)[CH2:8][NH:7][CH2:6]2. The yield is 0.930.